This data is from Reaction yield outcomes from USPTO patents with 853,638 reactions. The task is: Predict the reaction yield, written as a fraction of the theoretical maximum amount of product (1.0 means a 100% yield; for example, 0.34 means a 34% yield). (1) The reactants are [Cl:1]C1C=C(S(C2C=CC=CC=2)(=O)=O)C=C2C=1N(C1CCNCC1)CC2.C=O.[ClH:28].[CH3:29][N:30]1[CH2:35][CH2:34][CH:33]([N:36]2[C:44]3[C:39](=[CH:40][C:41]([S:45]([C:48]4[CH:53]=[CH:52][CH:51]=[CH:50][CH:49]=4)(=[O:47])=[O:46])=[CH:42][CH:43]=3)[CH2:38][CH2:37]2)[CH2:32][CH2:31]1. No catalyst specified. The product is [ClH:1].[Cl:28][C:43]1[CH:42]=[C:41]([S:45]([C:48]2[CH:49]=[CH:50][CH:51]=[CH:52][CH:53]=2)(=[O:46])=[O:47])[CH:40]=[C:39]2[C:44]=1[N:36]([CH:33]1[CH2:34][CH2:35][N:30]([CH3:29])[CH2:31][CH2:32]1)[CH2:37][CH2:38]2. The yield is 0.600. (2) The reactants are [C:1]([C:5]1[CH:9]=[C:8]([NH:10][C:11]([NH:13][C:14]2[CH:19]=[CH:18][C:17]([Cl:20])=[CH:16][CH:15]=2)=[O:12])[N:7]([C:21]2[CH:22]=[C:23]([CH:29]=[CH:30][CH:31]=2)C(OCC)=O)[N:6]=1)([CH3:4])([CH3:3])[CH3:2].C[Mg]Br.[C:35]1([CH3:41])C=CC=C[CH:36]=1.C1C[O:45]CC1. The catalyst is C1COCC1. The product is [C:1]([C:5]1[CH:9]=[C:8]([NH:10][C:11]([NH:13][C:14]2[CH:15]=[CH:16][C:17]([Cl:20])=[CH:18][CH:19]=2)=[O:12])[N:7]([C:21]2[CH:31]=[CH:30][CH:29]=[C:23]([C:35]([OH:45])([CH3:41])[CH3:36])[CH:22]=2)[N:6]=1)([CH3:4])([CH3:3])[CH3:2]. The yield is 0.810. (3) The reactants are Br[C:2]1[C:7]([CH3:8])=[CH:6][C:5]([OH:9])=[CH:4][C:3]=1[CH3:10].[CH:11]([C:13]1[CH:14]=[C:15](B(O)O)[CH:16]=[CH:17][CH:18]=1)=[O:12].O. The catalyst is C(=O)([O-])[O-].[Na+].[Na+].C(O)C.C1(C)C=CC=CC=1.C(OCC)(=O)C.C1C=CC([P]([Pd]([P](C2C=CC=CC=2)(C2C=CC=CC=2)C2C=CC=CC=2)([P](C2C=CC=CC=2)(C2C=CC=CC=2)C2C=CC=CC=2)[P](C2C=CC=CC=2)(C2C=CC=CC=2)C2C=CC=CC=2)(C2C=CC=CC=2)C2C=CC=CC=2)=CC=1. The product is [OH:9][C:5]1[CH:6]=[C:7]([CH3:8])[C:2]([C:17]2[CH:16]=[CH:15][CH:14]=[C:13]([CH:11]=[O:12])[CH:18]=2)=[C:3]([CH3:10])[CH:4]=1. The yield is 0.830. (4) The reactants are [Cl:1][C:2]1[CH:7]=[C:6](Br)[C:5]([Cl:9])=[CH:4][C:3]=1[OH:10].[CH3:11][N:12](C=O)C. No catalyst specified. The product is [Cl:9][C:5]1[CH:4]=[C:3]([OH:10])[C:2]([Cl:1])=[CH:7][C:6]=1[C:11]#[N:12]. The yield is 1.00. (5) The reactants are [OH:1][C:2]1[CH:3]=[C:4]([CH:7]=[CH:8][C:9]=1[O:10][CH3:11])[CH:5]=[O:6].[CH:12]1[CH:17]=CC(P([C:12]2[CH:17]=CC=[CH:14][CH:13]=2)[C:12]2[CH:17]=CC=[CH:14][CH:13]=2)=[CH:14][CH:13]=1.C[C@H](O)CC. The catalyst is C(Cl)Cl. The product is [C@H:12]([O:1][C:2]1[CH:3]=[C:4]([CH:7]=[CH:8][C:9]=1[O:10][CH3:11])[CH:5]=[O:6])([CH2:13][CH3:14])[CH3:17]. The yield is 0.440. (6) The reactants are [Cl:1][C:2]1[CH:7]=[CH:6][C:5]([C:8](O)([CH3:10])[CH3:9])=[CH:4][C:3]=1[N:12]([S:21]([C:24]1[CH:29]=[CH:28][C:27]([O:30][CH3:31])=[C:26]([O:32][CH3:33])[CH:25]=1)(=[O:23])=[O:22])[CH2:13][C:14]([N:16]([CH2:19][CH3:20])[CH2:17][CH3:18])=[O:15].CCN(CC)CC.CS(Cl)(=O)=O. The catalyst is C(Cl)Cl.CN(C1C=CN=CC=1)C. The product is [Cl:1][C:2]1[CH:7]=[CH:6][C:5]([C:8]([CH3:10])=[CH2:9])=[CH:4][C:3]=1[N:12]([S:21]([C:24]1[CH:29]=[CH:28][C:27]([O:30][CH3:31])=[C:26]([O:32][CH3:33])[CH:25]=1)(=[O:22])=[O:23])[CH2:13][C:14]([N:16]([CH2:17][CH3:18])[CH2:19][CH3:20])=[O:15]. The yield is 0.370. (7) The reactants are [F:1][C:2]1[C:11]2[C:12]([OH:16])([CH2:14][OH:15])[CH2:13][N:9]3[C:10]=2[C:5]([CH:6]=[CH:7][C:8]3=[O:17])=[CH:4][CH:3]=1.[C:18]1([CH3:28])[CH:23]=[CH:22][C:21]([S:24](Cl)(=[O:26])=[O:25])=[CH:20][CH:19]=1.C(=O)(O)[O-].[Na+]. The catalyst is ClCCl.O1CCCC1.CN(C=O)C.C(N(CC)CC)C.C([Sn](CCCC)=O)CCC. The product is [CH3:28][C:18]1[CH:23]=[CH:22][C:21]([S:24]([O:16][C:12]2([CH2:14][OH:15])[C:11]3=[C:10]4[C:5](=[CH:4][CH:3]=[C:2]3[F:1])[CH:6]=[CH:7][C:8](=[O:17])[N:9]4[CH2:13]2)(=[O:26])=[O:25])=[CH:20][CH:19]=1. The yield is 0.770. (8) The reactants are [CH2:1]([N:8]1[CH:12]=[C:11]([C:13]([O:15][CH2:16][CH3:17])=[O:14])[C:10]([O:18][CH2:19][C:20]2[CH:25]=[CH:24][C:23]([O:26][CH2:27][C:28]3[N:29]=[C:30]([C:34]4[O:35][CH:36]=[CH:37][CH:38]=4)[O:31][C:32]=3[CH3:33])=[C:22]([O:39]COC)[CH:21]=2)=[N:9]1)[C:2]1[CH:7]=[CH:6][CH:5]=[CH:4][CH:3]=1.Cl.O1CCCC1.C(O)C. The catalyst is C(OCC)(=O)C. The product is [CH2:1]([N:8]1[CH:12]=[C:11]([C:13]([O:15][CH2:16][CH3:17])=[O:14])[C:10]([O:18][CH2:19][C:20]2[CH:25]=[CH:24][C:23]([O:26][CH2:27][C:28]3[N:29]=[C:30]([C:34]4[O:35][CH:36]=[CH:37][CH:38]=4)[O:31][C:32]=3[CH3:33])=[C:22]([OH:39])[CH:21]=2)=[N:9]1)[C:2]1[CH:3]=[CH:4][CH:5]=[CH:6][CH:7]=1. The yield is 0.670. (9) The reactants are [CH2:1]([O:3][C:4]([C:6]1[O:7][C:8]2[C:13]([C:14](=[O:16])[CH:15]=1)=[CH:12][C:11]([OH:17])=[CH:10][C:9]=2[Br:18])=[O:5])[CH3:2].S(OCC)(O[CH2:23][CH3:24])(=O)=O.C([O-])([O-])=O.[K+].[K+].C(OCC)(=O)C. The catalyst is C1(C)C=CC=CC=1. The product is [CH2:1]([O:3][C:4]([C:6]1[O:7][C:8]2[C:13]([C:14](=[O:16])[CH:15]=1)=[CH:12][C:11]([O:17][CH2:23][CH3:24])=[CH:10][C:9]=2[Br:18])=[O:5])[CH3:2]. The yield is 0.650. (10) The reactants are [Cl:1][C:2]1[CH:3]=[C:4]([CH:9]=[CH:10][CH:11]=1)[C:5]([NH:7][OH:8])=[NH:6].CC(C)([O-])C.[K+].C(O[C:21](=O)[CH:22]([CH3:38])[CH2:23][C:24]1[N:28]([CH:29]2[CH2:31][CH2:30]2)[C:27]([C:32]2[CH:37]=[CH:36][N:35]=[CH:34][CH:33]=2)=[N:26][N:25]=1)C. The catalyst is C(O)CC. The product is [Cl:1][C:2]1[CH:3]=[C:4]([C:5]2[N:6]=[C:21]([CH:22]([CH3:38])[CH2:23][C:24]3[N:28]([CH:29]4[CH2:31][CH2:30]4)[C:27]([C:32]4[CH:33]=[CH:34][N:35]=[CH:36][CH:37]=4)=[N:26][N:25]=3)[O:8][N:7]=2)[CH:9]=[CH:10][CH:11]=1. The yield is 0.590.